Predict the reaction yield, written as a fraction of the theoretical maximum amount of product (1.0 means a 100% yield; for example, 0.34 means a 34% yield). From a dataset of Reaction yield outcomes from USPTO patents with 853,638 reactions. The reactants are Br[C:2]1[CH:7]=[CH:6][CH:5]=[CH:4][N:3]=1.[NH2:8][C:9]1[CH:14]=[CH:13][CH:12]=[CH:11][CH:10]=1.CC(C)([O-])C.[Na+].C(OCC)(=O)C. The catalyst is C1(C)C=CC=CC=1.C1C=CC(/C=C/C(/C=C/C2C=CC=CC=2)=O)=CC=1.C1C=CC(/C=C/C(/C=C/C2C=CC=CC=2)=O)=CC=1.C1C=CC(/C=C/C(/C=C/C2C=CC=CC=2)=O)=CC=1.[Pd].[Pd].C1(P(C2C=CC=CC=2)C2C=CC3C(=CC=CC=3)C=2C2C3C(=CC=CC=3)C=CC=2P(C2C=CC=CC=2)C2C=CC=CC=2)C=CC=CC=1. The product is [C:9]1([NH:8][C:2]2[CH:7]=[CH:6][CH:5]=[CH:4][N:3]=2)[CH:14]=[CH:13][CH:12]=[CH:11][CH:10]=1. The yield is 0.720.